From a dataset of Forward reaction prediction with 1.9M reactions from USPTO patents (1976-2016). Predict the product of the given reaction. (1) The product is: [CH2:23]([O:30][C:31]([N:33]1[CH2:38][CH2:37][CH:36]([CH:39]=[O:40])[CH2:35][CH2:34]1)=[O:32])[C:24]1[CH:29]=[CH:28][CH:27]=[CH:26][CH:25]=1. Given the reactants CC(OI1(OC(C)=O)(OC(C)=O)OC(=O)C2C=CC=CC1=2)=O.[CH2:23]([O:30][C:31]([N:33]1[CH2:38][CH2:37][CH:36]([CH2:39][OH:40])[CH2:35][CH2:34]1)=[O:32])[C:24]1[CH:29]=[CH:28][CH:27]=[CH:26][CH:25]=1, predict the reaction product. (2) Given the reactants [NH2:1][C:2]1[CH:11]=[CH:10][C:5]([C:6]([O:8][CH3:9])=[O:7])=[CH:4][CH:3]=1.Cl[CH2:13][CH2:14][CH2:15][N:16]=[C:17]=[O:18].[H-].[Na+], predict the reaction product. The product is: [CH3:9][O:8][C:6](=[O:7])[C:5]1[CH:4]=[CH:3][C:2]([N:1]2[CH2:13][CH2:14][CH2:15][NH:16][C:17]2=[O:18])=[CH:11][CH:10]=1. (3) Given the reactants [CH3:1][O:2][C:3]1[CH:4]=[C:5]2[C:10](=[CH:11][CH:12]=1)[C:9]([OH:13])=[C:8]([C:14]1[CH:19]=[CH:18][CH:17]=[CH:16][CH:15]=1)[C:7]([CH2:20][CH2:21][C:22]([F:25])([F:24])[F:23])=[CH:6]2.[H-].[Na+].F[C:29]1[CH:36]=[CH:35][C:32]([CH:33]=[O:34])=[CH:31][CH:30]=1, predict the reaction product. The product is: [CH3:1][O:2][C:3]1[CH:4]=[C:5]2[C:10](=[CH:11][CH:12]=1)[C:9]([O:13][C:29]1[CH:36]=[CH:35][C:32]([CH:33]=[O:34])=[CH:31][CH:30]=1)=[C:8]([C:14]1[CH:19]=[CH:18][CH:17]=[CH:16][CH:15]=1)[C:7]([CH2:20][CH2:21][C:22]([F:24])([F:23])[F:25])=[CH:6]2. (4) Given the reactants [CH3:1][C:2]([C:4]1[CH:9]=[CH:8][C:7]([NH2:10])=[CH:6][CH:5]=1)=[O:3].C(Cl)(=O)[C:12]1[CH:17]=[CH:16][C:15]([O:18][CH3:19])=[CH:14][CH:13]=1.C(N(CC)CC)C.C1C[O:32][CH2:31]C1, predict the reaction product. The product is: [C:2]([C:4]1[CH:9]=[CH:8][C:7]([NH:10][C:31](=[O:32])[C:13]2[CH:12]=[CH:17][CH:16]=[C:15]([O:18][CH3:19])[CH:14]=2)=[CH:6][CH:5]=1)(=[O:3])[CH3:1]. (5) Given the reactants [C:1]([C:4]1[CH:5]=[C:6]2[C:10](=[CH:11][CH:12]=1)[N:9]([CH:13]([F:15])[F:14])[C:8]1[N:16]([CH3:29])[C:17](=[O:28])[C:18]([C:20]3[CH:25]=[CH:24][C:23]([Cl:26])=[CH:22][C:21]=3[Cl:27])=[CH:19][C:7]2=1)(=[O:3])[CH3:2].CC(O[CH:35](N(C)C)[N:36]([CH3:38])[CH3:37])(C)C, predict the reaction product. The product is: [Cl:27][C:21]1[CH:22]=[C:23]([Cl:26])[CH:24]=[CH:25][C:20]=1[C:18]1[C:17](=[O:28])[N:16]([CH3:29])[C:8]2[N:9]([CH:13]([F:15])[F:14])[C:10]3[C:6]([C:7]=2[CH:19]=1)=[CH:5][C:4]([C:1](=[O:3])/[CH:2]=[CH:35]/[N:36]([CH3:38])[CH3:37])=[CH:12][CH:11]=3. (6) The product is: [Cl:1][C:2]1[CH:7]=[C:6]([Cl:8])[CH:5]=[CH:4][C:3]=1[C:9]1[O:13][C:12]([S:14][CH2:22][CH2:23][CH2:24][CH2:25][C:26]([O:28][CH3:29])=[O:27])=[N:11][N:10]=1. Given the reactants [Cl:1][C:2]1[CH:7]=[C:6]([Cl:8])[CH:5]=[CH:4][C:3]=1[C:9]1[O:13][C:12]([SH:14])=[N:11][N:10]=1.C(=O)([O-])[O-].[K+].[K+].Br[CH2:22][CH2:23][CH2:24][CH2:25][C:26]([O:28][CH3:29])=[O:27].O, predict the reaction product.